From a dataset of Forward reaction prediction with 1.9M reactions from USPTO patents (1976-2016). Predict the product of the given reaction. (1) Given the reactants [CH3:1][C:2]1[C:3](=[O:14])[C:4]([CH3:13])([CH2:8][CH:9]=C(C)C)[CH2:5][CH2:6][CH:7]=1.C([Al](Cl)Cl)C.[NH4+].[Cl-].[C:22]1(C)[CH:27]=CC=C[CH:23]=1, predict the reaction product. The product is: [CH:22]([C:6]12[CH2:5][C:4]([CH3:13])([CH2:8][CH2:9]1)[C:3](=[O:14])[C:2]([CH3:1])=[CH:7]2)([CH3:27])[CH3:23]. (2) Given the reactants [Cl:1][C:2]1[C:3]([NH:10][CH2:11][C:12]2[N:17]=[CH:16][C:15]([OH:18])=[C:14]([O:19][CH3:20])[C:13]=2[CH3:21])=[N:4][C:5]([CH3:9])=[N:6][C:7]=1[CH3:8].C(=O)([O-])[O-].[K+].[K+].Cl[C:29]1[CH:30]=[CH:31][C:32]2[N:33]([C:35]([N+:38]([O-:40])=[O:39])=[CH:36][N:37]=2)[N:34]=1.O, predict the reaction product. The product is: [Cl:1][C:2]1[C:3]([NH:10][CH2:11][C:12]2[C:13]([CH3:21])=[C:14]([O:19][CH3:20])[C:15]([O:18][C:29]3[CH:30]=[CH:31][C:32]4[N:33]([C:35]([N+:38]([O-:40])=[O:39])=[CH:36][N:37]=4)[N:34]=3)=[CH:16][N:17]=2)=[N:4][C:5]([CH3:9])=[N:6][C:7]=1[CH3:8]. (3) Given the reactants [I:1][C:2]1[CH:7]=[CH:6][C:5]([NH:8]N)=[CH:4][CH:3]=1.S(=O)(=O)(O)O.[CH3:15][N:16]1[CH2:21][CH2:20][C:19](=O)[CH2:18][CH2:17]1, predict the reaction product. The product is: [I:1][C:2]1[CH:7]=[CH:6][C:5]2[NH:8][C:19]3[CH2:20][CH2:21][N:16]([CH3:15])[CH2:17][C:18]=3[C:4]=2[CH:3]=1. (4) Given the reactants [Si:1]([O:18][CH2:19][CH2:20][O:21][CH:22]1[CH2:27][CH2:26][CH:25]([C:28](OC)=[O:29])[CH2:24][CH2:23]1)([C:14]([CH3:17])([CH3:16])[CH3:15])([C:8]1[CH:13]=[CH:12][CH:11]=[CH:10][CH:9]=1)[C:2]1[CH:7]=[CH:6][CH:5]=[CH:4][CH:3]=1.[H-].[Al+3].[Li+].[H-].[H-].[H-], predict the reaction product. The product is: [Si:1]([O:18][CH2:19][CH2:20][O:21][CH:22]1[CH2:27][CH2:26][CH:25]([CH2:28][OH:29])[CH2:24][CH2:23]1)([C:14]([CH3:17])([CH3:16])[CH3:15])([C:8]1[CH:13]=[CH:12][CH:11]=[CH:10][CH:9]=1)[C:2]1[CH:3]=[CH:4][CH:5]=[CH:6][CH:7]=1. (5) Given the reactants [NH2:1][CH2:2][C:3]([CH3:30])([CH3:29])[CH2:4][NH:5][C:6]1[N:11]2[CH:12]=[CH:13][N:14]=[C:10]2[C:9]([C:15]([NH2:17])=[O:16])=[C:8]([NH:18][C:19]2[CH:24]=[C:23]([O:25][CH3:26])[CH:22]=[C:21]([O:27][CH3:28])[CH:20]=2)[N:7]=1.[C:31]([C:33](=[CH:37][CH:38]1[CH2:40][CH2:39]1)[C:34](O)=[O:35])#[N:32].CCN(CC)CC.CCN=C=NCCCN(C)C.C1C=CC2N(O)N=NC=2C=1, predict the reaction product. The product is: [C:31]([C:33](=[CH:37][CH:38]1[CH2:40][CH2:39]1)[C:34]([NH:1][CH2:2][C:3]([CH3:30])([CH3:29])[CH2:4][NH:5][C:6]1[N:11]2[CH:12]=[CH:13][N:14]=[C:10]2[C:9]([C:15]([NH2:17])=[O:16])=[C:8]([NH:18][C:19]2[CH:24]=[C:23]([O:25][CH3:26])[CH:22]=[C:21]([O:27][CH3:28])[CH:20]=2)[N:7]=1)=[O:35])#[N:32].